This data is from Catalyst prediction with 721,799 reactions and 888 catalyst types from USPTO. The task is: Predict which catalyst facilitates the given reaction. Reactant: [O:1]([CH2:8][CH2:9][OH:10])[C:2]1[CH:7]=[CH:6][CH:5]=[CH:4][CH:3]=1.[H-].[Na+].Br[CH2:14][CH3:15].CCOC(C)=O. Product: [CH2:14]([O:10][CH2:9][CH2:8][O:1][C:2]1[CH:7]=[CH:6][CH:5]=[CH:4][CH:3]=1)[CH3:15]. The catalyst class is: 1.